Predict the reactants needed to synthesize the given product. From a dataset of Full USPTO retrosynthesis dataset with 1.9M reactions from patents (1976-2016). (1) Given the product [F:22][C:23]([F:28])([F:27])[C:24]([OH:26])=[O:25].[NH2:6][C:5]([C:14]1[O:15][C:16]([CH3:19])=[N:17][N:18]=1)([CH3:20])[CH2:4][OH:3], predict the reactants needed to synthesize it. The reactants are: CC1(C)[N:6](C(OC(C)(C)C)=O)[C:5]([CH3:20])([C:14]2[O:15][C:16]([CH3:19])=[N:17][N:18]=2)[CH2:4][O:3]1.[F:22][C:23]([F:28])([F:27])[C:24]([OH:26])=[O:25]. (2) Given the product [ClH:1].[F:2][C:3]1[CH:8]=[C:7]([F:9])[CH:6]=[CH:5][C:4]=1[C@@H:10]1[CH2:11][NH:12][CH2:13][C@H:14]1[C:15]([N:17]1[CH2:22][CH2:21][C@:20]([O:29][CH3:30])([C:23]2[CH:28]=[CH:27][CH:26]=[CH:25][CH:24]=2)[C@@H:19]([O:31][CH3:32])[CH2:18]1)=[O:16], predict the reactants needed to synthesize it. The reactants are: [ClH:1].[F:2][C:3]1[CH:8]=[C:7]([F:9])[CH:6]=[CH:5][C:4]=1[C@H:10]1[C@H:14]([C:15]([N:17]2[CH2:22][CH2:21][C@:20]([O:29][CH3:30])([C:23]3[CH:28]=[CH:27][CH:26]=[CH:25][CH:24]=3)[C@@H:19]([O:31][CH3:32])[CH2:18]2)=[O:16])[CH2:13][N:12](C(OC(C)(C)C)=O)[CH2:11]1. (3) Given the product [Cl:1][C:2]1[N:7]=[CH:6][N:5]=[C:4]([CH2:8][N:11]2[C:12](=[O:19])[C:13]3[C:18](=[CH:17][CH:16]=[CH:15][CH:14]=3)[C:10]2=[O:20])[CH:3]=1, predict the reactants needed to synthesize it. The reactants are: [Cl:1][C:2]1[N:7]=[CH:6][N:5]=[C:4]([CH2:8]O)[CH:3]=1.[C:10]1(=[O:20])[C:18]2[C:13](=[CH:14][CH:15]=[CH:16][CH:17]=2)[C:12](=[O:19])[NH:11]1.C1C=CC(P(C2C=CC=CC=2)C2C=CC=CC=2)=CC=1.CC(OC(/N=N/C(OC(C)C)=O)=O)C. (4) Given the product [Si:1]([O:8][CH2:9][C:10]1[NH:11][C:12]2[C:17]([CH:18]=1)=[CH:16][C:15]([Cl:19])=[CH:14][C:13]=2[F:30])([C:4]([CH3:7])([CH3:6])[CH3:5])([CH3:3])[CH3:2], predict the reactants needed to synthesize it. The reactants are: [Si:1]([O:8][CH2:9][C:10]1[NH:11][C:12]2[C:17]([CH:18]=1)=[CH:16][C:15]([Cl:19])=[CH:14][CH:13]=2)([C:4]([CH3:7])([CH3:6])[CH3:5])([CH3:3])[CH3:2].ClC1C=C2C(=C([F:30])C=1)NC(C(OC)=O)=C2. (5) Given the product [N:19]1([CH2:24][CH2:25][NH:26][C:27]([C:29]2[CH:33]=[C:32]([CH3:34])[NH:31][C:30]=2[CH:35]=[C:11]2[C:10]3[C:14](=[CH:15][CH:16]=[CH:17][C:9]=3[C:4]3[CH:5]=[CH:6][C:7]([F:8])=[C:2]([Cl:1])[CH:3]=3)[NH:13][C:12]2=[O:18])=[O:28])[CH2:23][CH2:22][CH2:21][CH2:20]1, predict the reactants needed to synthesize it. The reactants are: [Cl:1][C:2]1[CH:3]=[C:4]([C:9]2[CH:17]=[CH:16][CH:15]=[C:14]3[C:10]=2[CH2:11][C:12](=[O:18])[NH:13]3)[CH:5]=[CH:6][C:7]=1[F:8].[N:19]1([CH2:24][CH2:25][NH:26][C:27]([C:29]2[CH:33]=[C:32]([CH3:34])[NH:31][C:30]=2[CH:35]=O)=[O:28])[CH2:23][CH2:22][CH2:21][CH2:20]1.